Dataset: Full USPTO retrosynthesis dataset with 1.9M reactions from patents (1976-2016). Task: Predict the reactants needed to synthesize the given product. (1) Given the product [OH:1][C:2]1[CH:8]=[C:7]([N+:9]([O-:11])=[O:10])[CH:6]=[CH:5][C:3]=1[NH:4][C:21]([NH:20][C:14]1[CH:15]=[CH:16][C:17]([Cl:19])=[CH:18][C:13]=1[Cl:12])=[O:22], predict the reactants needed to synthesize it. The reactants are: [OH:1][C:2]1[CH:8]=[C:7]([N+:9]([O-:11])=[O:10])[CH:6]=[CH:5][C:3]=1[NH2:4].[Cl:12][C:13]1[CH:18]=[C:17]([Cl:19])[CH:16]=[CH:15][C:14]=1[N:20]=[C:21]=[O:22]. (2) The reactants are: [CH2:1]([OH:34])[C@H:2]1[O:7][C@H:6]([O:8][CH2:9][C@H:10]2[O:15][C@H:14]([O:16][C@@H:17]([C@H:22]([OH:27])[C@@H:23]([OH:26])[CH:24]=[O:25])[C@H:18]([OH:21])[CH2:19][OH:20])[C@H:13]([OH:28])[C@@H:12]([OH:29])[C@@H:11]2[OH:30])[C@H:5]([OH:31])[C@@H:4]([OH:32])[C@@H:3]1[OH:33]. Given the product [O:8]=[CH:6][C@@H:5]([C@H:4]([C@@H:3]([C@@H:2]([CH2:1][OH:34])[OH:7])[OH:33])[OH:32])[OH:31].[CH2:1]([OH:34])[C@H:2]1[O:7][C@H:6]([O:8][CH2:9][C@H:10]2[O:15][C@H:14]([O:16][C@@H:17]([C@H:22]([OH:27])[C@@H:23]([OH:26])[CH:24]=[O:25])[C@H:18]([OH:21])[CH2:19][OH:20])[C@H:13]([OH:28])[C@@H:12]([OH:29])[C@@H:11]2[OH:30])[C@H:5]([OH:31])[C@@H:4]([OH:32])[C@@H:3]1[OH:33], predict the reactants needed to synthesize it. (3) Given the product [CH2:7]([C:8]1[N:9]=[N:10][N:11]([C@@H:13]2[C@H:17]3[O:18][CH2:19][C@H:20]([NH:21][C:25]([CH:22]4[CH2:24][CH2:23]4)=[O:26])[C@H:16]3[O:15][CH2:14]2)[CH:12]=1)[CH:1]([CH3:2])[CH3:6], predict the reactants needed to synthesize it. The reactants are: [CH:1]1([CH2:7][C:8]2[N:9]=[N:10][N:11]([C@@H:13]3[C@H:17]4[O:18][CH2:19][C@H:20]([NH2:21])[C@H:16]4[O:15][CH2:14]3)[CH:12]=2)[CH2:6]CCC[CH2:2]1.[CH:22]1([C:25](O)=[O:26])[CH2:24][CH2:23]1.